This data is from Catalyst prediction with 721,799 reactions and 888 catalyst types from USPTO. The task is: Predict which catalyst facilitates the given reaction. (1) Reactant: [CH2:1]([CH:3]([NH:8][C:9](=[O:15])[O:10][C:11]([CH3:14])([CH3:13])[CH3:12])[CH2:4][CH2:5][CH2:6][OH:7])[CH3:2].C(N(CC)CC)C.[CH3:23][S:24](Cl)(=[O:26])=[O:25]. Product: [CH3:23][S:24]([O:7][CH2:6][CH2:5][CH2:4][CH:3]([NH:8][C:9]([O:10][C:11]([CH3:14])([CH3:13])[CH3:12])=[O:15])[CH2:1][CH3:2])(=[O:26])=[O:25]. The catalyst class is: 1. (2) Reactant: [CH3:1][N:2]1[C:10](=[O:11])[C:9]2[N:8]([CH2:12][C:13]3[CH:22]=[CH:21][C:16]([C:17](OC)=[O:18])=[CH:15][CH:14]=3)[C:7]([O:23][C:24]3[CH:29]=[CH:28][CH:27]=[C:26]([O:30][C:31]([F:34])([F:33])[F:32])[CH:25]=3)=[N:6][C:5]=2[N:4]([CH3:35])[C:3]1=[O:36].[BH4-].[Li+]. Product: [OH:18][CH2:17][C:16]1[CH:21]=[CH:22][C:13]([CH2:12][N:8]2[C:9]3[C:10](=[O:11])[N:2]([CH3:1])[C:3](=[O:36])[N:4]([CH3:35])[C:5]=3[N:6]=[C:7]2[O:23][C:24]2[CH:29]=[CH:28][CH:27]=[C:26]([O:30][C:31]([F:32])([F:33])[F:34])[CH:25]=2)=[CH:14][CH:15]=1. The catalyst class is: 57. (3) Reactant: [F:1][C:2]1[C:3]([CH:14]=[O:15])=[CH:4][NH:5][C:6]=1[C:7]1[C:8]([F:13])=[N:9][CH:10]=[CH:11][CH:12]=1.[H-].[Na+].C1OCCOCCOCCOCCOC1.[N:33]1[CH:38]=[CH:37][CH:36]=[C:35]([S:39](Cl)(=[O:41])=[O:40])[CH:34]=1. Product: [F:1][C:2]1[C:3]([CH:14]=[O:15])=[CH:4][N:5]([S:39]([C:35]2[CH:34]=[N:33][CH:38]=[CH:37][CH:36]=2)(=[O:41])=[O:40])[C:6]=1[C:7]1[C:8]([F:13])=[N:9][CH:10]=[CH:11][CH:12]=1. The catalyst class is: 685. (4) Reactant: [H-].[Na+].C[O:4][C:5](=O)[C:6]([CH3:27])([CH3:26])[CH2:7][O:8][Si:9]([C:22]([CH3:25])([CH3:24])[CH3:23])([C:16]1[CH:21]=[CH:20][CH:19]=[CH:18][CH:17]=1)[C:10]1[CH:15]=[CH:14][CH:13]=[CH:12][CH:11]=1.[C:29](#[N:31])[CH3:30].Cl. Product: [C:22]([Si:9]([C:10]1[CH:15]=[CH:14][CH:13]=[CH:12][CH:11]=1)([C:16]1[CH:21]=[CH:20][CH:19]=[CH:18][CH:17]=1)[O:8][CH2:7][C:6]([CH3:27])([CH3:26])[C:5](=[O:4])[CH2:30][C:29]#[N:31])([CH3:25])([CH3:23])[CH3:24]. The catalyst class is: 11.